Regression. Given two drug SMILES strings and cell line genomic features, predict the synergy score measuring deviation from expected non-interaction effect. From a dataset of NCI-60 drug combinations with 297,098 pairs across 59 cell lines. (1) Drug 1: C1CN(CCN1C(=O)CCBr)C(=O)CCBr. Drug 2: C1C(C(OC1N2C=NC(=NC2=O)N)CO)O. Cell line: CCRF-CEM. Synergy scores: CSS=78.6, Synergy_ZIP=1.28, Synergy_Bliss=0.195, Synergy_Loewe=6.52, Synergy_HSA=6.71. (2) Drug 1: CC(C1=C(C=CC(=C1Cl)F)Cl)OC2=C(N=CC(=C2)C3=CN(N=C3)C4CCNCC4)N. Drug 2: CC1=C2C(C(=O)C3(C(CC4C(C3C(C(C2(C)C)(CC1OC(=O)C(C(C5=CC=CC=C5)NC(=O)C6=CC=CC=C6)O)O)OC(=O)C7=CC=CC=C7)(CO4)OC(=O)C)O)C)OC(=O)C. Cell line: UO-31. Synergy scores: CSS=25.7, Synergy_ZIP=-4.00, Synergy_Bliss=6.37, Synergy_Loewe=8.49, Synergy_HSA=8.68.